The task is: Predict the reaction yield, written as a fraction of the theoretical maximum amount of product (1.0 means a 100% yield; for example, 0.34 means a 34% yield).. This data is from Reaction yield outcomes from USPTO patents with 853,638 reactions. The reactants are Br[C:2]1[CH:11]=[CH:10][C:9]([Cl:12])=[CH:8][C:3]=1[C:4]([O:6][CH3:7])=[O:5].C(O)(C(F)(F)F)=O.[C:20]([Si:22]([CH3:25])([CH3:24])[CH3:23])#[CH:21]. The catalyst is [Cu]I.CC([O-])=O.CC([O-])=O.[Pd+2].C1(P(C2C=CC=CC=2)C2C=CC=CC=2)C=CC=CC=1. The product is [Cl:12][C:9]1[CH:10]=[CH:11][C:2]([C:21]#[C:20][Si:22]([CH3:25])([CH3:24])[CH3:23])=[C:3]([CH:8]=1)[C:4]([O:6][CH3:7])=[O:5]. The yield is 1.02.